From a dataset of CYP2C19 inhibition data for predicting drug metabolism from PubChem BioAssay. Regression/Classification. Given a drug SMILES string, predict its absorption, distribution, metabolism, or excretion properties. Task type varies by dataset: regression for continuous measurements (e.g., permeability, clearance, half-life) or binary classification for categorical outcomes (e.g., BBB penetration, CYP inhibition). Dataset: cyp2c19_veith. (1) The compound is COc1ccccc1NCc1nnc(SCC(=O)N/N=C/c2ccco2)n1-c1ccc(Cl)cc1Cl. The result is 1 (inhibitor). (2) The molecule is CCOC(=O)C(C)Sc1ncc(OC)c(Sc2ccc(Cl)cc2)n1. The result is 1 (inhibitor). (3) The result is 1 (inhibitor). The drug is Cc1ccc(OCCCn2c(=O)sc3ccccc32)cc1. (4) The result is 1 (inhibitor). The drug is COC(=O)C1=C(C)NC2=C(C(=O)CCC2)C1c1cn(Cc2ccc(Cl)cc2Cl)nc1-c1ccccc1. (5) The drug is Nc1nnnn1CCO. The result is 0 (non-inhibitor). (6) The compound is CN(Cc1ccccc1)C(=O)CC(c1ccccc1)c1cc(Cl)ccc1O. The result is 1 (inhibitor). (7) The compound is O=C(c1ccco1)N1CCC2(CC1)CCN(c1ccncc1)CC2. The result is 1 (inhibitor). (8) The compound is C[C@@H](CN(C)C)CN1c2ccccc2Sc2ccccc21.C[C@@H](CN(C)C)CN1c2ccccc2Sc2ccccc21.O=C(O)[C@@H](O)[C@@H](O)C(=O)O. The result is 0 (non-inhibitor). (9) The drug is CCC(CC)c1nnc(NC(=O)COc2ccc3c(C)cc(=O)oc3c2)s1. The result is 0 (non-inhibitor). (10) The compound is CCOC(=O)c1[nH]c(C(=O)O)c(CCN(CC)CC)c1C. The result is 0 (non-inhibitor).